From a dataset of Reaction yield outcomes from USPTO patents with 853,638 reactions. Predict the reaction yield, written as a fraction of the theoretical maximum amount of product (1.0 means a 100% yield; for example, 0.34 means a 34% yield). (1) The reactants are CN([CH2:4][CH:5]([CH:15]([C:28]1[CH:33]=[CH:32][CH:31]=[C:30]([F:34])[C:29]=1[CH3:35])[C:16](=[CH2:27])[C:17]([C:19]1[CH:24]=[CH:23][CH:22]=[C:21]([O:25][CH3:26])[CH:20]=1)=[O:18])[C:6]([C:8]1[CH:13]=[CH:12][CH:11]=[CH:10][C:9]=1[F:14])=[O:7])C.IC.C(N(C(C)C)CC)(C)C.[OH-].[K+]. The catalyst is C(#N)C. The product is [F:34][C:30]1[C:29]([CH3:35])=[C:28]([CH:15]([C:16](=[CH2:27])[C:17]([C:19]2[CH:24]=[CH:23][CH:22]=[C:21]([O:25][CH3:26])[CH:20]=2)=[O:18])[C:5](=[CH2:4])[C:6]([C:8]2[CH:13]=[CH:12][CH:11]=[CH:10][C:9]=2[F:14])=[O:7])[CH:33]=[CH:32][CH:31]=1. The yield is 0.470. (2) The product is [ClH:40].[CH2:1]([O:8][C:9]([N:11]1[CH2:17][C:16]2[CH:18]=[C:19](/[CH:22]=[CH:23]/[C:24]([OH:26])=[O:25])[CH:20]=[N:21][C:15]=2[NH:14][C:13](=[O:31])[CH2:12]1)=[O:10])[C:2]1[CH:7]=[CH:6][CH:5]=[CH:4][CH:3]=1. The reactants are [CH2:1]([O:8][C:9]([N:11]1[CH2:17][C:16]2[CH:18]=[C:19](/[CH:22]=[CH:23]/[C:24]([O:26]C(C)(C)C)=[O:25])[CH:20]=[N:21][C:15]=2[NH:14][C:13](=[O:31])[CH2:12]1)=[O:10])[C:2]1[CH:7]=[CH:6][CH:5]=[CH:4][CH:3]=1.C(O)(C(F)(F)F)=O.C(Cl)[Cl:40]. The catalyst is CCOCC. The yield is 0.910. (3) The reactants are C(OC(=O)[NH:7][C@H:8]1[CH2:13][CH2:12][CH2:11][CH2:10][C@H:9]1[NH:14][C:15]1[N:16]=[CH:17][C:18]2[S:23][CH:22]=[C:21]([C:24](=[O:38])[NH:25][C:26]3[CH:27]=[C:28]4[C:33](=[C:34]([CH2:36][CH3:37])[CH:35]=3)[N:32]=[CH:31][CH:30]=[CH:29]4)[C:19]=2[N:20]=1)(C)(C)C. The catalyst is C(O)(C(F)(F)F)=O.ClCCl. The product is [CH2:36]([C:34]1[CH:35]=[C:26]([NH:25][C:24]([C:21]2[C:19]3[N:20]=[C:15]([NH:14][C@@H:9]4[CH2:10][CH2:11][CH2:12][CH2:13][C@@H:8]4[NH2:7])[N:16]=[CH:17][C:18]=3[S:23][CH:22]=2)=[O:38])[CH:27]=[C:28]2[C:33]=1[N:32]=[CH:31][CH:30]=[CH:29]2)[CH3:37]. The yield is 0.612. (4) The reactants are [NH:1]1[CH2:5][CH2:4][CH2:3][C:2]1=[O:6].[Br:7][C:8]1[CH:13]=[CH:12][C:11](I)=[CH:10][CH:9]=1.[F-].[Cs+].CNCCNC. The catalyst is O1CCOCC1.[Cu](I)I. The product is [Br:7][C:8]1[CH:13]=[CH:12][C:11]([N:1]2[CH2:5][CH2:4][CH2:3][C:2]2=[O:6])=[CH:10][CH:9]=1. The yield is 0.460. (5) The reactants are [Cl:1][C:2]1[C:3]([O:12][C:13]2[CH:18]=[C:17]([O:19][CH2:20][CH2:21][O:22][CH3:23])[CH:16]=[CH:15][C:14]=2/[CH:24]=[CH:25]/[C:26]([OH:28])=O)=[N:4][CH:5]=[C:6]([C:8]([F:11])([F:10])[F:9])[CH:7]=1.Cl.C(N=C=NCCCN(C)C)C.[Cl:41][C:42]1[CH:43]=[C:44]([S:48]([NH2:51])(=[O:50])=[O:49])[CH:45]=[CH:46][CH:47]=1.Cl. The catalyst is C(#N)C.CN(C)C1C=CN=CC=1.C(OCC)(=O)C. The product is [Cl:41][C:42]1[CH:43]=[C:44]([S:48]([NH:51][C:26](=[O:28])/[CH:25]=[CH:24]/[C:14]2[CH:15]=[CH:16][C:17]([O:19][CH2:20][CH2:21][O:22][CH3:23])=[CH:18][C:13]=2[O:12][C:3]2[C:2]([Cl:1])=[CH:7][C:6]([C:8]([F:11])([F:10])[F:9])=[CH:5][N:4]=2)(=[O:49])=[O:50])[CH:45]=[CH:46][CH:47]=1. The yield is 1.00. (6) The reactants are [NH2:1][C:2]1[C:11]2[CH:10]=[CH:9][CH:8]=[C:7](Br)[C:6]=2[N:5]=[C:4]2[CH2:13][N:14]([CH2:17][CH2:18][CH3:19])[C:15](=[O:16])[C:3]=12.[CH3:20][C:21]1[CH:22]=[C:23](B(O)O)[CH:24]=[C:25]([CH3:27])[CH:26]=1. No catalyst specified. The product is [NH2:1][C:2]1[C:11]2[CH:10]=[CH:9][CH:8]=[C:7]([C:23]3[CH:24]=[C:25]([CH3:27])[CH:26]=[C:21]([CH3:20])[CH:22]=3)[C:6]=2[N:5]=[C:4]2[CH2:13][N:14]([CH2:17][CH2:18][CH3:19])[C:15](=[O:16])[C:3]=12. The yield is 0.790. (7) The reactants are Cl[C:2]1[CH:19]=[C:18]([N:20]2[CH2:25][CH2:24][N:23]([C:26]3[CH:31]=[CH:30][CH:29]=[CH:28][C:27]=3[CH3:32])[CH2:22][CH2:21]2)[C:17]([N+:33]([O-:35])=[O:34])=[CH:16][C:3]=1[C:4]([NH:6][CH2:7][CH2:8][CH2:9][N:10]1[CH2:14][CH2:13][CH2:12][C:11]1=[O:15])=[O:5].[O-]P([O-])([O-])=O.[K+].[K+].[K+].[CH:44]1(B(O)O)[CH2:46][CH2:45]1.C1(P(C2CCCCC2)C2CCCCC2)CCCCC1. The catalyst is C1(C)C=CC=CC=1.O.C(OCC)(=O)C.ClCCl.C([O-])(=O)C.[Pd+2].C([O-])(=O)C.CO. The product is [CH:44]1([C:2]2[CH:19]=[C:18]([N:20]3[CH2:25][CH2:24][N:23]([C:26]4[CH:31]=[CH:30][CH:29]=[CH:28][C:27]=4[CH3:32])[CH2:22][CH2:21]3)[C:17]([N+:33]([O-:35])=[O:34])=[CH:16][C:3]=2[C:4]([NH:6][CH2:7][CH2:8][CH2:9][N:10]2[CH2:14][CH2:13][CH2:12][C:11]2=[O:15])=[O:5])[CH2:46][CH2:45]1. The yield is 0.796. (8) The reactants are [F:1][C:2]([F:24])([F:23])[C:3]1[CH:4]=[C:5]([C:13]2[N:17]=[CH:16][N:15](/[CH:18]=[CH:19]\[C:20](O)=[O:21])[N:14]=2)[CH:6]=[C:7]([C:9]([F:12])([F:11])[F:10])[CH:8]=1.[CH3:25][N:26]1[CH2:31][CH2:30][CH:29]([C:32]([NH:34][NH2:35])=[O:33])[CH2:28][CH2:27]1.C(P1(=O)OP(CCC)(=O)OP(CCC)(=O)O1)CC.CCN(C(C)C)C(C)C. The catalyst is CCOC(C)=O.C1COCC1. The product is [F:10][C:9]([F:12])([F:11])[C:7]1[CH:6]=[C:5]([C:13]2[N:17]=[CH:16][N:15](/[CH:18]=[CH:19]\[C:20]([NH:35][NH:34][C:32]([CH:29]3[CH2:30][CH2:31][N:26]([CH3:25])[CH2:27][CH2:28]3)=[O:33])=[O:21])[N:14]=2)[CH:4]=[C:3]([C:2]([F:23])([F:24])[F:1])[CH:8]=1. The yield is 0.0450. (9) The reactants are [C:1]([NH:9][C@H:10]1[CH2:15][CH2:14][CH2:13][CH2:12][C@H:11]1[C:16]([OH:18])=[O:17])(=[O:8])[C:2]1[CH:7]=[CH:6][CH:5]=[CH:4][CH:3]=1.Cl.[CH3:20]N(C)CCCN=C=NCC.C[O-].[Na+].Cl. The catalyst is CO.O1CCCC1.C(#N)C. The product is [C:1]([NH:9][C@H:10]1[CH2:15][CH2:14][CH2:13][CH2:12][C@@H:11]1[C:16]([O:18][CH3:20])=[O:17])(=[O:8])[C:2]1[CH:3]=[CH:4][CH:5]=[CH:6][CH:7]=1. The yield is 0.510.